From a dataset of Forward reaction prediction with 1.9M reactions from USPTO patents (1976-2016). Predict the product of the given reaction. (1) Given the reactants [F:1][C:2]1[CH:10]=[CH:9][C:8]([F:11])=[CH:7][C:3]=1[C:4](Cl)=[O:5].[CH2:12]([NH:19][C:20]([C:22]1[S:26][C:25]([NH2:27])=[N:24][C:23]=1[CH3:28])=[O:21])[C:13]1[CH:18]=[CH:17][CH:16]=[CH:15][CH:14]=1, predict the reaction product. The product is: [CH2:12]([NH:19][C:20]([C:22]1[S:26][C:25]([NH:27][C:4](=[O:5])[C:3]2[CH:7]=[C:8]([F:11])[CH:9]=[CH:10][C:2]=2[F:1])=[N:24][C:23]=1[CH3:28])=[O:21])[C:13]1[CH:18]=[CH:17][CH:16]=[CH:15][CH:14]=1. (2) Given the reactants [C:1]([O:5][C:6]([NH:8][C@@H:9]([CH3:31])[C:10]([NH:12][CH2:13][C:14]1[S:18][C:17]([N:19]2[C:23]([C:24](O)=[O:25])=[CH:22][C:21]([C:27]([F:30])([F:29])[F:28])=[N:20]2)=[CH:16][CH:15]=1)=[O:11])=[O:7])([CH3:4])([CH3:3])[CH3:2].[CH3:32][O:33][C:34]1[CH:41]=[CH:40][CH:39]=[CH:38][C:35]=1[CH2:36][NH2:37].O=P(Cl)(Cl)Cl, predict the reaction product. The product is: [CH3:32][O:33][C:34]1[CH:41]=[CH:40][CH:39]=[CH:38][C:35]=1[CH2:36][NH:37][C:24]([C:23]1[N:19]([C:17]2[S:18][C:14]([CH2:13][NH:12][C:10](=[O:11])[C@@H:9]([NH:8][C:6](=[O:7])[O:5][C:1]([CH3:3])([CH3:4])[CH3:2])[CH3:31])=[CH:15][CH:16]=2)[N:20]=[C:21]([C:27]([F:29])([F:30])[F:28])[CH:22]=1)=[O:25].